Predict the reactants needed to synthesize the given product. From a dataset of Full USPTO retrosynthesis dataset with 1.9M reactions from patents (1976-2016). (1) Given the product [O:1]1[CH2:6][CH2:5][N:4]([C:7]2[C:12]([NH:13][C:14]3[C:23]4[C:18](=[CH:19][C:20]([F:24])=[CH:21][CH:22]=4)[N:17]=[C:16]([C:25]4[CH:30]=[C:29]([N+:31]([O-:33])=[O:32])[CH:28]=[CH:27][C:26]=4[S:43]([CH3:42])(=[O:45])=[O:44])[C:15]=3[CH3:35])=[CH:11][C:10]([N:36]3[CH2:41][CH2:40][O:39][CH2:38][CH2:37]3)=[CH:9][N:8]=2)[CH2:3][CH2:2]1, predict the reactants needed to synthesize it. The reactants are: [O:1]1[CH2:6][CH2:5][N:4]([C:7]2[C:12]([NH:13][C:14]3[C:23]4[C:18](=[CH:19][C:20]([F:24])=[CH:21][CH:22]=4)[N:17]=[C:16]([C:25]4[CH:30]=[C:29]([N+:31]([O-:33])=[O:32])[CH:28]=[CH:27][C:26]=4F)[C:15]=3[CH3:35])=[CH:11][C:10]([N:36]3[CH2:41][CH2:40][O:39][CH2:38][CH2:37]3)=[CH:9][N:8]=2)[CH2:3][CH2:2]1.[CH3:42][S:43]([OH:45])=[O:44].[Na]. (2) Given the product [C:12]1([CH2:11][O:10][C:5]2[CH:4]=[CH:3][C:2]([Cl:1])=[CH:7][C:6]=2[CH2:8][Br:19])[CH:17]=[CH:16][CH:15]=[CH:14][CH:13]=1, predict the reactants needed to synthesize it. The reactants are: [Cl:1][C:2]1[CH:3]=[CH:4][C:5]([O:10][CH2:11][C:12]2[CH:17]=[CH:16][CH:15]=[CH:14][CH:13]=2)=[C:6]([CH2:8]O)[CH:7]=1.P(Br)(Br)[Br:19].C(=O)([O-])O.[Na+]. (3) The reactants are: [CH2:1]([O:9][C:10]1[CH:15]=[CH:14][C:13]([CH:16]2[O:21][CH2:20][CH2:19][NH:18][CH2:17]2)=[CH:12][CH:11]=1)[CH2:2][CH2:3][CH2:4][CH2:5][CH2:6][CH2:7][CH3:8].Cl[CH2:23][CH2:24][O:25][CH:26]1[CH2:31][CH2:30][CH2:29][CH2:28][O:27]1.C([O-])([O-])=O.[K+].[K+].[Na+].[I-]. Given the product [CH2:1]([O:9][C:10]1[CH:11]=[CH:12][C:13]([CH:16]2[O:21][CH2:20][CH2:19][N:18]([CH2:23][CH2:24][O:25][CH:26]3[CH2:31][CH2:30][CH2:29][CH2:28][O:27]3)[CH2:17]2)=[CH:14][CH:15]=1)[CH2:2][CH2:3][CH2:4][CH2:5][CH2:6][CH2:7][CH3:8], predict the reactants needed to synthesize it. (4) Given the product [CH3:1][O:2][C:3]1[CH:40]=[CH:39][C:6]([C:7]([O:22][CH2:23][C@H:24]2[O:28][C@@H:27]([N:29]3[CH:37]=[C:35]([CH3:36])[C:33](=[O:34])[NH:32][C:30]3=[O:31])[CH2:26][C@@H:25]2[O:38][Si:46]([C:49]([CH3:52])([CH3:51])[CH3:50])([CH3:48])[CH3:47])([C:16]2[CH:17]=[CH:18][CH:19]=[CH:20][CH:21]=2)[C:8]2[CH:13]=[CH:12][C:11]([O:14][CH3:15])=[CH:10][CH:9]=2)=[CH:5][CH:4]=1, predict the reactants needed to synthesize it. The reactants are: [CH3:1][O:2][C:3]1[CH:40]=[CH:39][C:6]([C:7]([O:22][CH2:23][C@H:24]2[O:28][C@@H:27]([N:29]3[CH:37]=[C:35]([CH3:36])[C:33](=[O:34])[NH:32][C:30]3=[O:31])[CH2:26][C@@H:25]2[OH:38])([C:16]2[CH:21]=[CH:20][CH:19]=[CH:18][CH:17]=2)[C:8]2[CH:13]=[CH:12][C:11]([O:14][CH3:15])=[CH:10][CH:9]=2)=[CH:5][CH:4]=1.N1C=CN=C1.[Si:46](Cl)([C:49]([CH3:52])([CH3:51])[CH3:50])([CH3:48])[CH3:47]. (5) Given the product [C:38]([NH:41][NH:42][C:34]([C@H:31]1[CH2:30][CH2:29][C@H:28]([N:18]2[C:17](=[O:37])[C:16]([CH2:15][C:12]3[CH:13]=[CH:14][C:9]([C:4]4[CH:5]=[CH:6][CH:7]=[CH:8][C:3]=4[C:1]#[N:2])=[CH:10][CH:11]=3)=[C:21]([CH2:22][CH2:23][CH3:24])[N:20]3[N:25]=[CH:26][N:27]=[C:19]23)[CH2:33][CH2:32]1)=[O:35])(=[O:40])[CH3:39], predict the reactants needed to synthesize it. The reactants are: [C:1]([C:3]1[CH:8]=[CH:7][CH:6]=[CH:5][C:4]=1[C:9]1[CH:14]=[CH:13][C:12]([CH2:15][C:16]2[C:17](=[O:37])[N:18]([C@H:28]3[CH2:33][CH2:32][C@H:31]([C:34](O)=[O:35])[CH2:30][CH2:29]3)[C:19]3[N:20]([N:25]=[CH:26][N:27]=3)[C:21]=2[CH2:22][CH2:23][CH3:24])=[CH:11][CH:10]=1)#[N:2].[C:38]([NH:41][NH2:42])(=[O:40])[CH3:39].ON1C2C=CC=CC=2N=N1.Cl.C(N=C=NCCCN(C)C)C. (6) Given the product [NH2:4][C:3]1[CH:5]=[CH:6][C:7]([C:9]([F:12])([F:11])[F:10])=[CH:8][C:2]=1[C:14]#[N:15], predict the reactants needed to synthesize it. The reactants are: Br[C:2]1[CH:8]=[C:7]([C:9]([F:12])([F:11])[F:10])[CH:6]=[CH:5][C:3]=1[NH2:4].[Cu](C#N)[C:14]#[N:15].